This data is from Retrosynthesis with 50K atom-mapped reactions and 10 reaction types from USPTO. The task is: Predict the reactants needed to synthesize the given product. (1) Given the product CCCN(CC(COc1ccc2c(=O)cc(-c3ccccc3)oc2c1)OC(=O)C(c1ccccc1)c1ccccc1)C(=O)OCc1ccccc1, predict the reactants needed to synthesize it. The reactants are: CCCN(CC(O)COc1ccc2c(=O)cc(-c3ccccc3)oc2c1)C(=O)OCc1ccccc1.O=C(Cl)C(c1ccccc1)c1ccccc1. (2) Given the product CCOC(=O)c1cccc(Sc2c(C)n(-c3cnn(CC(F)(F)F)c3)c3cc(Cl)ccc23)c1, predict the reactants needed to synthesize it. The reactants are: CCOC(=O)c1cccc(Sc2c(C)[nH]c3cc(Cl)ccc23)c1.FC(F)(F)Cn1cc(Br)cn1. (3) Given the product C/C(=N\O)c1ccc2nnc(Cc3c(F)cc4ncc(N5CCOCC5)cc4c3F)n2n1, predict the reactants needed to synthesize it. The reactants are: CC(=O)c1ccc2nnc(Cc3c(F)cc4ncc(N5CCOCC5)cc4c3F)n2n1.NO. (4) Given the product C[C@@H]1CN(c2ccc3ncn([C@H](C)c4ccc(Cl)cc4Cl)c3c2)CCN1C(=O)[C@H]1CCCN1, predict the reactants needed to synthesize it. The reactants are: C[C@@H]1CN(c2ccc3ncn([C@H](C)c4ccc(Cl)cc4Cl)c3c2)CCN1C(=O)[C@H]1CCCN1C(=O)OC(C)(C)C. (5) Given the product NC(=O)CNC(=O)c1cc(-c2ccc(F)c3cc(Cc4cc(F)cc(Cl)c4)sc23)ccc1F, predict the reactants needed to synthesize it. The reactants are: NCC(N)=O.O=C(O)c1cc(-c2ccc(F)c3cc(Cc4cc(F)cc(Cl)c4)sc23)ccc1F. (6) Given the product CCOc1ccc(Nc2c(Cl)c(Cl)nn3ccnc23)cc1, predict the reactants needed to synthesize it. The reactants are: CCOc1ccc(N)cc1.Clc1nn2ccnc2c(Cl)c1Cl. (7) Given the product CC(=O)N(C)c1ccc2c(c1)nc(C(F)(F)F)n2CC1CCOCC1, predict the reactants needed to synthesize it. The reactants are: CC(=O)N(C)c1ccc(NCC2CCOCC2)c(N)c1.O=C(O)C(F)(F)F. (8) Given the product COc1ccc(N(C)c2nc(Cl)nc3ccc(C)cc23)cc1, predict the reactants needed to synthesize it. The reactants are: CNc1ccc(OC)cc1.Cc1ccc2nc(Cl)nc(Cl)c2c1. (9) Given the product Brc1ccc(-c2ccccn2)cc1, predict the reactants needed to synthesize it. The reactants are: Brc1ccc(Br)cc1.Brc1ccccn1. (10) Given the product O=C(O)c1cc(Br)cc(CO)c1, predict the reactants needed to synthesize it. The reactants are: COC(=O)c1cc(Br)cc(C(=O)O)c1.